Dataset: Merck oncology drug combination screen with 23,052 pairs across 39 cell lines. Task: Regression. Given two drug SMILES strings and cell line genomic features, predict the synergy score measuring deviation from expected non-interaction effect. (1) Drug 1: O=C(CCCCCCC(=O)Nc1ccccc1)NO. Drug 2: COC1CC2CCC(C)C(O)(O2)C(=O)C(=O)N2CCCCC2C(=O)OC(C(C)CC2CCC(OP(C)(C)=O)C(OC)C2)CC(=O)C(C)C=C(C)C(O)C(OC)C(=O)C(C)CC(C)C=CC=CC=C1C. Cell line: ES2. Synergy scores: synergy=15.5. (2) Drug 1: C#Cc1cccc(Nc2ncnc3cc(OCCOC)c(OCCOC)cc23)c1. Drug 2: NC1CCCCC1N.O=C(O)C(=O)O.[Pt+2]. Cell line: A2058. Synergy scores: synergy=-14.4.